From a dataset of NCI-60 drug combinations with 297,098 pairs across 59 cell lines. Regression. Given two drug SMILES strings and cell line genomic features, predict the synergy score measuring deviation from expected non-interaction effect. (1) Drug 1: CC12CCC3C(C1CCC2=O)CC(=C)C4=CC(=O)C=CC34C. Drug 2: C1=NC2=C(N=C(N=C2N1C3C(C(C(O3)CO)O)O)F)N. Cell line: HL-60(TB). Synergy scores: CSS=94.5, Synergy_ZIP=1.78, Synergy_Bliss=-1.06, Synergy_Loewe=-25.3, Synergy_HSA=-1.93. (2) Drug 1: CN1C(=O)N2C=NC(=C2N=N1)C(=O)N. Drug 2: C1=NNC2=C1C(=O)NC=N2. Cell line: BT-549. Synergy scores: CSS=4.00, Synergy_ZIP=-1.92, Synergy_Bliss=-1.02, Synergy_Loewe=0.134, Synergy_HSA=0.0718.